Dataset: Full USPTO retrosynthesis dataset with 1.9M reactions from patents (1976-2016). Task: Predict the reactants needed to synthesize the given product. (1) The reactants are: Br[C:2]1[CH:3]=[CH:4][C:5](=[O:14])[N:6]([CH2:8][CH2:9][S:10]([CH3:13])(=[O:12])=[O:11])[CH:7]=1.C([O-])(=O)C.[K+].[B:20]1([B:20]2[O:24][C:23]([CH3:26])([CH3:25])[C:22]([CH3:28])([CH3:27])[O:21]2)[O:24][C:23]([CH3:26])([CH3:25])[C:22]([CH3:28])([CH3:27])[O:21]1. Given the product [CH3:13][S:10]([CH2:9][CH2:8][N:6]1[CH:7]=[C:2]([B:20]2[O:24][C:23]([CH3:26])([CH3:25])[C:22]([CH3:28])([CH3:27])[O:21]2)[CH:3]=[CH:4][C:5]1=[O:14])(=[O:12])=[O:11], predict the reactants needed to synthesize it. (2) Given the product [Cl:37][C:38]1[S:45][C:44]2[CH:43]=[C:42]([C:46]([NH:48][C@@H:49]3[CH2:57][C:56]4[C:51](=[CH:52][CH:53]=[CH:54][CH:55]=4)[C@H:50]3[N:58]([CH3:59])[C:16](=[O:23])[C@@H:17]([OH:18])[CH2:19][C:20]([NH:9][CH3:7])=[O:22])=[O:47])[NH:41][C:40]=2[C:39]=1[Cl:60], predict the reactants needed to synthesize it. The reactants are: CN.C1C=CC2N(O)N=[N:9][C:7]=2C=1.CC1(C)[O:18][C@@H:17]([CH2:19][C:20]([OH:22])=O)[C:16](=[O:23])O1.CCN=C=NCCCN(C)C.Cl.[Cl:37][C:38]1[S:45][CH:44]2[CH:40]([NH:41][C:42]([C:46]([NH:48][C@@H:49]3[CH2:57][C:56]4[C:51](=[CH:52][CH:53]=[CH:54][CH:55]=4)[C@H:50]3[NH:58][CH3:59])=[O:47])=[CH:43]2)[C:39]=1[Cl:60].C(N(CC)CC)C. (3) Given the product [Cl:1][C:2]1[CH:6]=[N:5][N:4]([CH3:7])[C:3]=1[C:8]1[CH:9]=[C:10]([NH:23][C:29](=[O:30])[C:28]2[CH:32]=[CH:33][CH:34]=[C:26]([C:25]([F:24])([F:35])[F:36])[CH:27]=2)[CH:11]=[CH:12][C:13]=1[O:14][CH2:15][CH2:16][N:17]1[CH2:18][CH2:19][O:20][CH2:21][CH2:22]1, predict the reactants needed to synthesize it. The reactants are: [Cl:1][C:2]1[CH:6]=[N:5][N:4]([CH3:7])[C:3]=1[C:8]1[CH:9]=[C:10]([NH2:23])[CH:11]=[CH:12][C:13]=1[O:14][CH2:15][CH2:16][N:17]1[CH2:22][CH2:21][O:20][CH2:19][CH2:18]1.[F:24][C:25]([F:36])([F:35])[C:26]1[CH:27]=[C:28]([CH:32]=[CH:33][CH:34]=1)[C:29](Cl)=[O:30]. (4) Given the product [Br:1][C:2]1[CH:3]=[CH:4][C:5]([O:34][CH2:35][C:36]2[CH:37]=[CH:38][CH:39]=[CH:40][CH:41]=2)=[C:6]([CH:33]=1)[CH2:7][N:8]([CH2:9][C:10]1[CH:11]=[CH:12][C:13]([C:16]([OH:18])=[O:17])=[CH:14][CH:15]=1)[C:20]1[CH:32]=[CH:31][C:23]([C:24]([O:26][C:27]([CH3:30])([CH3:29])[CH3:28])=[O:25])=[CH:22][CH:21]=1, predict the reactants needed to synthesize it. The reactants are: [Br:1][C:2]1[CH:3]=[CH:4][C:5]([O:34][CH2:35][C:36]2[CH:41]=[CH:40][CH:39]=[CH:38][CH:37]=2)=[C:6]([CH:33]=1)[CH2:7][N:8]([C:20]1[CH:32]=[CH:31][C:23]([C:24]([O:26][C:27]([CH3:30])([CH3:29])[CH3:28])=[O:25])=[CH:22][CH:21]=1)[CH2:9][C:10]1[CH:15]=[CH:14][C:13]([C:16]([O:18]C)=[O:17])=[CH:12][CH:11]=1.[OH-].[Na+]. (5) Given the product [CH2:9]([O:16][C:17]1[CH:18]=[CH:19][C:20]([C@@H:28]([O:31][Si:38]([C:41]([CH3:44])([CH3:43])[CH3:42])([CH3:40])[CH3:39])[CH2:29][Br:30])=[C:21]2[C:26]=1[NH:25][C:24](=[O:27])[CH:23]=[CH:22]2)[C:10]1[CH:11]=[CH:12][CH:13]=[CH:14][CH:15]=1, predict the reactants needed to synthesize it. The reactants are: N1C(C)=CC=CC=1C.[CH2:9]([O:16][C:17]1[CH:18]=[CH:19][C:20]([C@@H:28]([OH:31])[CH2:29][Br:30])=[C:21]2[C:26]=1[NH:25][C:24](=[O:27])[CH:23]=[CH:22]2)[C:10]1[CH:15]=[CH:14][CH:13]=[CH:12][CH:11]=1.FC(F)(F)S(O[Si:38]([C:41]([CH3:44])([CH3:43])[CH3:42])([CH3:40])[CH3:39])(=O)=O. (6) Given the product [Cl:15][C:7]1[CH:6]=[C:5]([CH2:4][C:3]([NH2:17])=[O:2])[C:14]2[C:9](=[CH:10][CH:11]=[CH:12][CH:13]=2)[N:8]=1, predict the reactants needed to synthesize it. The reactants are: C[O:2][C:3](=O)[CH2:4][C:5]1[C:14]2[C:9](=[CH:10][CH:11]=[CH:12][CH:13]=2)[N:8]=[C:7]([Cl:15])[CH:6]=1.[NH4+:17].[OH-]. (7) Given the product [C:1]([O:5][C:6]([N:8]1[CH2:13][CH2:12][N:11]([C:14]2[C:19]([CH3:20])=[CH:18][C:17]([CH:30]=[CH:31][CH3:32])=[CH:16][N:15]=2)[CH2:10][CH2:9]1)=[O:7])([CH3:4])([CH3:3])[CH3:2], predict the reactants needed to synthesize it. The reactants are: [C:1]([O:5][C:6]([N:8]1[CH2:13][CH2:12][N:11]([C:14]2[C:19]([CH3:20])=[CH:18][C:17](Br)=[CH:16][N:15]=2)[CH2:10][CH2:9]1)=[O:7])([CH3:4])([CH3:3])[CH3:2].P([O-])([O-])([O-])=O.[K+].[K+].[K+].[CH:30](/B(O)O)=[CH:31]/[CH3:32].C1(C)C=CC=CC=1.